Dataset: Human Reference Interactome with 51,813 positive PPI pairs across 8,248 proteins, plus equal number of experimentally-validated negative pairs. Task: Binary Classification. Given two protein amino acid sequences, predict whether they physically interact or not. (1) Result: 0 (the proteins do not interact). Protein 1 (ENSG00000254709) has sequence MRPKTGQVGCETPEELGPGPRQRWPLLLLGLAMVAHGLLRPMVAPQSGDPDPGASVGSSRSSLRSLWGRLLLQPSPQRADPRCWPRGFWSEPQSLCYVFGTGTKVTVLGQPKANPTVTLFPPSSEELQANKATLVCLISDFYPGAVTVAWKADGSPVKAGVETTKPSKQSNNKYAASSYLSLTPEQWKSHRSYSCQVTHEGSTVEKTVAPTECS*MRPKTGQVGCETPEELGPGPRQRWPLLLLGLAMVAHGLLRPMVAPQSGDPDPGASVGSSRSSLRSLWGRSAQGQPHCHSVPALL*.... Protein 2 (ENSG00000113430) has sequence MSYPQFGYPYSSAPQFLMATNSLSTCCESGGRTLADSGPAASAQAPVYCPVYESRLLATARHELNSAAALGVYGGPYGGSQGYGNYVTYGSEASAFYSLNSFDSKDGSGSAHGGLAPAAAAYYPYEPALGQYPYDRYGTMDSGTRRKNATRETTSTLKAWLQEHRKNPYPTKGEKIMLAIITKMTLTQVSTWFANARRRLKKENKMTWPPRNKCADEKRPYAEGEEEEGGEEEAREEPLKSSKNAEPVGKEEKELELSDLDDFDPLEAEPPACELKPPFHSLDGGLERVPAAPDGPVKEA.... (2) Protein 1 (ENSG00000181026) has sequence MVPREAPESAQCLCPSLTIPNAKDVLRKRHKRRSRQHQRFMARKALLQEQGLLSMPPEPGSSPLPTPFGAATATEAASSGKQCLRAGSGSAPCSRRPAPGKASGPLPSKCVAIDCEMVGTGPRGRVSELARCSIVSYHGNVLYDKYIRPEMPIADYRTRWSGITRQHMRKAVPFQVAQKEILKLLKGKVVVGHALHNDFQALKYVHPRSQTRDTTYVPNFLSEPGLHTRARVSLKDLALQLLHKKIQVGQHGHSSVEDATTAMELYRLVEVQWEQQEARSLWTCPEDREPDSSTDMEQYM.... Protein 2 (ENSG00000100632) has sequence MSHTILLVQPTKRPEGRTYADYESVNECMEGVCKMYEEHLKRMNPNSPSITYDISQLFDFIDDLADLSCLV*MSHTILLVQPTKRPEGRTYADYESVNECMEGVCKMYEEHLKRMNPNSPSITYDISQLFDFIDDLADLSCLVYRADTQTYQPYNKDWIKEKIYVLLRRQAQQAGK*. Result: 0 (the proteins do not interact). (3) Protein 1 (ENSG00000160256) has sequence MGKVRGLRARVHQAAVRPKGEAAPGPAPPAPEATPPPASAAGKDWAFINTNIFARTKIDPSALVQKLELDVRSVTSVRRGEAGSSARSVPSIRRGAEAKTVLPKKEKMKLRREQWLQKIEAIKLAEQKHREERRRRATVVVGDLHPLRDALPELLGLEAGSRRQARSRESNKPRPSELSRMSAAQRQQLLEEERTRFQELLASPAYRASPLVAIGQTLARQMQLEDGGQL*MGKVRGLRARVHQAAVRPKGEAAPGPAPPAPEATPPPASAAGKDWAFINTNIFARTKIDPSALVQKLEL.... Protein 2 (ENSG00000129460) has sequence MAALGVLESDLPSAVTLLKNLQEQVMAVTAQVKSLTQKVQAGAYPTEKGLSFLEVKDQLLLMYLMDLTHLILDKASGGSLQGHDAVLRLVEIRTVLEKLRPLDQKLKYQIDKLIKTAVTGSLSENDPLRFKPHPSNMMSKLSSEDEEEDEAEDDQSEASGKKSVKGVSKKYVPPRLVPVHYDETEAEREKKRLERAKRRALSSSVIRELKEQYSDAPEEIRDARHPHVTRQSQEDQHRINYEESMMVRLSVSKREKGRRKRANVMSSQLHSLTHFSDISALTGGTVHLDEDQNPIKKRKK.... Result: 0 (the proteins do not interact). (4) Protein 1 (ENSG00000030110) has sequence MASGQGPGPPRQECGEPALPSASEEQVAQDTEEVFRSYVFYRHQQQPSSTMGQVGRQLAIIGDDINRRYDSEFQTMLQHLQPTAENAYEYFTKIATSLFESGINWGRVVALLGFGYRLALHVYQHGLTGFLGQVTRFVVDFMLHHCIARWIAQRGGWVAALNLGNGPILNVLVVLGVVLLGQFVVRRFFKS*MASGQGPGPPRQECGEPALPSASEEQVAQDTEEVFRSYVFYRHQQEQEAEGVAAPADPEMVTLPLQPSSTMGQVGRQLAIIGDDINRRYDSEFQTMLQHLQPTAENAY.... Protein 2 (ENSG00000144648) has sequence MAATASPQPLATEDADSENSSFYYYDYLDEVAFMLCRKDAVVSFGKVFLPVFYSLIFVLGLSGNLLLLMVLLRYVPRRRMVEIYLLNLAISNLLFLVTLPFWGISVAWHWVFGSFLCKMVSTLYTINFYSGIFFISCMSLDKYLEIVHAQPYHRLRTRAKSLLLATIVWAVSLAVSIPDMVFVQTHENPKGVWNCHADFGGHGTIWKLFLRFQQNLLGFLLPLLAMIFFYSRIGCVLVRLRPAGQGRALKIAAALVVAFFVLWFPYNLTLFLHTLLDLQVFGNCEVSQHLDYALQVTESI.... Result: 0 (the proteins do not interact).